This data is from Reaction yield outcomes from USPTO patents with 853,638 reactions. The task is: Predict the reaction yield, written as a fraction of the theoretical maximum amount of product (1.0 means a 100% yield; for example, 0.34 means a 34% yield). (1) The reactants are Br[C:2]1[C:11]([C:12]([O:14][CH3:15])=[O:13])=[C:10]2[C:5]([NH:6][C:7]([CH3:18])([CH3:17])[C:8](=[O:16])[NH:9]2)=[CH:4][CH:3]=1.[CH3:19][O:20][C:21]1[CH:26]=[CH:25][CH:24]=[CH:23][C:22]=1B(O)O.C(=O)([O-])[O-].CN(C)C=O. The catalyst is Cl[Pd](Cl)([P](C1C=CC=CC=1)(C1C=CC=CC=1)C1C=CC=CC=1)[P](C1C=CC=CC=1)(C1C=CC=CC=1)C1C=CC=CC=1.O.C(OCC)(=O)C. The product is [CH3:15][O:14][C:12]([C:11]1[C:2]([C:22]2[CH:23]=[CH:24][CH:25]=[CH:26][C:21]=2[O:20][CH3:19])=[CH:3][CH:4]=[C:5]2[C:10]=1[NH:9][C:8](=[O:16])[C:7]([CH3:18])([CH3:17])[NH:6]2)=[O:13]. The yield is 0.310. (2) The yield is 0.940. The product is [C:1]([CH:8]([CH2:12][CH2:13][NH:14][CH3:15])[C:9]([OH:11])=[O:10])([O:3][C:4]([CH3:6])([CH3:7])[CH3:5])=[O:2]. The catalyst is C1COCC1. The reactants are [C:1]([CH:8]([CH2:12][CH2:13][NH2:14])[C:9]([OH:11])=[O:10])([O:3][C:4]([CH3:7])([CH3:6])[CH3:5])=[O:2].[CH3:15]I.[H-].[Na+]. (3) The reactants are Cl.[NH:2]1[CH2:7][CH2:6][CH2:5][C@H:4]([CH2:8][OH:9])[CH2:3]1.[OH-].[Na+].[C:12](Cl)(=[O:17])[CH2:13][CH:14]([CH3:16])[CH3:15].CCOCC. The catalyst is O.C1COCC1. The product is [OH:9][CH2:8][C@H:4]1[CH2:5][CH2:6][CH2:7][N:2]([C:12](=[O:17])[CH2:13][CH:14]([CH3:16])[CH3:15])[CH2:3]1. The yield is 0.940. (4) The reactants are [Cl:1][C:2]1[N:3]=[C:4]2[C:9](=[CH:10][CH:11]=1)[N:8]=[CH:7][C:6]([C:12](=[O:14])[CH3:13])=[C:5]2[NH:15][CH:16]1[CH2:21][CH2:20][CH:19]([CH2:22][N:23]([CH2:25][CH2:26][OH:27])[CH3:24])[CH2:18][CH2:17]1.[Cl:28][C:29]1[CH:34]=[C:33](B2OC(C)(C)C(C)(C)O2)[CH:32]=[C:31]([F:44])[C:30]=1[OH:45].C1(N)C(F)=C(F)C(F)=C(N)C=1F.Cl.Cl. No catalyst specified. The product is [ClH:1].[ClH:28].[Cl:28][C:29]1[CH:34]=[C:33]([C:2]2[N:3]=[C:4]3[C:9](=[CH:10][CH:11]=2)[N:8]=[CH:7][C:6]([C:12](=[O:14])[CH3:13])=[C:5]3[NH:15][C@H:16]2[CH2:21][CH2:20][C@H:19]([CH2:22][N:23]([CH2:25][CH2:26][OH:27])[CH3:24])[CH2:18][CH2:17]2)[CH:32]=[C:31]([F:44])[C:30]=1[OH:45]. The yield is 0.730.